Dataset: Experimentally validated miRNA-target interactions with 360,000+ pairs, plus equal number of negative samples. Task: Binary Classification. Given a miRNA mature sequence and a target amino acid sequence, predict their likelihood of interaction. The miRNA is hsa-miR-3675-3p with sequence CAUCUCUAAGGAACUCCCCCAA. The protein sequence of the target gene is MADGPRCKRRKQANPRRNNVTNYNNVIEANSDSDDEDKLHIVEEESITDAADCDASVPEDDLPTDHTVLPENSEREGSTNSCWEDEGKETKEILGPEAQSDEVGCTVKEDECDSDAENEQNHDPNVEEFLQQEDTAVIYPEAPEEDQRQGTPEASGQDENGTPDAFSQLLTCPYCDRGYKRFTSLKEHIKYRHEKNEDNFSCSLCSYTFAYRTQLDRHMTSHKSGRDQRHVTQSSGNRKFKCTECGKAFKYKHHLKEHLRIHSGEKPYECPNCKKRFSHSGSYSSHISSKKCIGLMPVKG.... Result: 0 (no interaction).